From a dataset of Forward reaction prediction with 1.9M reactions from USPTO patents (1976-2016). Predict the product of the given reaction. (1) Given the reactants Br[C:2]1[CH:3]=[C:4]([NH:17][C:18]([C:20]2[N:21]=[C:22]([CH3:25])[S:23][CH:24]=2)=[O:19])[C:5]2[C:9]([CH:10]=1)=[N:8][N:7](C1CCCCO1)[CH:6]=2.P([O-])([O-])([O-])=O.[K+].[K+].[K+].[N:34]1[CH:39]=[CH:38][C:37](B(O)O)=[CH:36][CH:35]=1.O1CCOCC1, predict the reaction product. The product is: [CH3:25][C:22]1[S:23][CH:24]=[C:20]([C:18]([NH:17][C:4]2[CH:3]=[C:2]([C:37]3[CH:38]=[CH:39][N:34]=[CH:35][CH:36]=3)[CH:10]=[C:9]3[C:5]=2[CH:6]=[N:7][NH:8]3)=[O:19])[N:21]=1. (2) The product is: [C:18]([C:17]1[CH:20]=[CH:21][C:14]([CH2:13][NH:12][C:27](=[O:26])[CH:4]([C:3]2[CH:6]=[CH:7][C:8]([O:10][CH3:11])=[CH:9][C:2]=2[F:1])[O:5][CH2:22][CH2:23][CH3:24])=[CH:15][CH:16]=1)#[N:19]. Given the reactants [F:1][C:2]1[CH:9]=[C:8]([O:10][CH3:11])[CH:7]=[CH:6][C:3]=1[CH:4]=[O:5].[NH2:12][CH2:13][C:14]1[CH:21]=[CH:20][C:17]([C:18]#[N:19])=[CH:16][CH:15]=1.[CH2:22](O)[CH2:23][CH3:24].[O:26]1CCOC[CH2:27]1, predict the reaction product. (3) Given the reactants C(O[BH-](OC(=O)C)OC(=O)C)(=O)C.[Na+].[F:15][C:16]1[CH:17]=[C:18]([C@@H:23]([C:27]2[CH:32]=[CH:31][C:30]([S:33]([CH3:36])(=[O:35])=[O:34])=[CH:29][CH:28]=2)[CH2:24][CH:25]=O)[CH:19]=[C:20]([F:22])[CH:21]=1.[CH2:37]([N:39]([CH:47]1[CH2:52][CH2:51][NH:50][CH2:49][CH2:48]1)C(=O)OC(C)(C)C)[CH3:38].C(O)(=O)C, predict the reaction product. The product is: [F:15][C:16]1[CH:17]=[C:18]([C@@H:23]([C:27]2[CH:32]=[CH:31][C:30]([S:33]([CH3:36])(=[O:35])=[O:34])=[CH:29][CH:28]=2)[CH2:24][CH2:25][N:50]2[CH2:51][CH2:52][CH:47]([NH:39][CH2:37][CH3:38])[CH2:48][CH2:49]2)[CH:19]=[C:20]([F:22])[CH:21]=1. (4) Given the reactants [NH2:1][CH2:2][CH2:3][CH2:4][OH:5].CN1CCOCC1.[O:13]=[P:14](Cl)(Cl)Cl.Cl.[Cl:19][CH2:20][CH2:21][NH:22][CH2:23][CH2:24][Cl:25], predict the reaction product. The product is: [CH2:3]1[CH2:4][O:5][P:14]([N:22]([CH2:23][CH2:24][Cl:25])[CH2:21][CH2:20][Cl:19])(=[O:13])[NH:1][CH2:2]1. (5) Given the reactants [OH:1][C:2]1[CH:12]=[CH:11][C:5]([C:6]([O:8][CH2:9][CH3:10])=[O:7])=[CH:4][CH:3]=1.N1C=CN=C1.Cl[Si:19]([CH:26]([CH3:28])[CH3:27])([CH:23]([CH3:25])[CH3:24])[CH:20]([CH3:22])[CH3:21].O, predict the reaction product. The product is: [CH3:21][CH:20]([Si:19]([CH:26]([CH3:28])[CH3:27])([CH:23]([CH3:25])[CH3:24])[O:1][C:2]1[CH:3]=[CH:4][C:5]([C:6]([O:8][CH2:9][CH3:10])=[O:7])=[CH:11][CH:12]=1)[CH3:22].